The task is: Predict the product of the given reaction.. This data is from Forward reaction prediction with 1.9M reactions from USPTO patents (1976-2016). (1) Given the reactants [CH3:1][C@H:2]1[N:7]([CH2:8][C:9]2[CH:14]=[CH:13][CH:12]=[CH:11][CH:10]=2)[CH2:6][C@@H:5]([CH2:15][OH:16])[O:4][CH2:3]1.C(N(CC)CC)C.[CH3:24][S:25](Cl)(=[O:27])=[O:26], predict the reaction product. The product is: [CH3:24][S:25]([O:16][CH2:15][C@H:5]1[O:4][CH2:3][C@@H:2]([CH3:1])[N:7]([CH2:8][C:9]2[CH:10]=[CH:11][CH:12]=[CH:13][CH:14]=2)[CH2:6]1)(=[O:27])=[O:26]. (2) Given the reactants [OH-].[Na+].C[O:4][C:5]([C@H:7]1[CH2:12][CH2:11][C@@H:10]([C:13]([N:15]2[CH2:22][CH2:21][C@:20]3([CH3:26])[C:23]([CH3:25])([CH3:24])[C@H:16]2[CH2:17][C:18]2[C:30]([OH:31])=[CH:29][CH:28]=[CH:27][C:19]=23)=[O:14])[CH2:9][CH2:8]1)=[O:6].Cl.C(OCC)(=O)C, predict the reaction product. The product is: [OH:31][C:30]1[C:18]2[CH2:17][C@@H:16]3[C:23]([CH3:25])([CH3:24])[C@:20]([CH3:26])([C:19]=2[CH:27]=[CH:28][CH:29]=1)[CH2:21][CH2:22][N:15]3[C:13]([C@@H:10]1[CH2:11][CH2:12][C@H:7]([C:5]([OH:6])=[O:4])[CH2:8][CH2:9]1)=[O:14]. (3) Given the reactants [NH2:1][C:2]1[N:9]=[C:8]([CH3:10])[CH:7]=[CH:6][C:3]=1[C:4]#[N:5].CO[CH:13](OC)[N:14]([CH3:16])[CH3:15], predict the reaction product. The product is: [C:4]([C:3]1[C:2]([N:1]=[CH:13][N:14]([CH3:16])[CH3:15])=[N:9][C:8]([CH3:10])=[CH:7][CH:6]=1)#[N:5]. (4) Given the reactants C([N:8]1[CH2:13][CH2:12][N:11]([C:14]([C:16]2[CH:21]=[CH:20][CH:19]=[CH:18][C:17]=2[NH:22][C:23]2[CH:24]=[C:25]3[C:29](=[CH:30][CH:31]=2)[NH:28][N:27]=[CH:26]3)=[O:15])[CH2:10][CH2:9]1)C1C=CC=CC=1.C([O-])=O.[NH4+], predict the reaction product. The product is: [N:11]1([C:14]([C:16]2[CH:21]=[CH:20][CH:19]=[CH:18][C:17]=2[NH:22][C:23]2[CH:24]=[C:25]3[C:29](=[CH:30][CH:31]=2)[NH:28][N:27]=[CH:26]3)=[O:15])[CH2:10][CH2:9][NH:8][CH2:13][CH2:12]1. (5) Given the reactants [N:1]([CH2:4][C:5]1[O:9][C:8]([CH2:10][NH:11][C:12]([O:14][C:15]([CH3:18])([CH3:17])[CH3:16])=[O:13])=[N:7][C:6]=1[CH3:19])=[N+]=[N-].C1(P(C2C=CC=CC=2)C2C=CC=CC=2)C=CC=CC=1.O, predict the reaction product. The product is: [NH2:1][CH2:4][C:5]1[O:9][C:8]([CH2:10][NH:11][C:12]([O:14][C:15]([CH3:17])([CH3:16])[CH3:18])=[O:13])=[N:7][C:6]=1[CH3:19].